Dataset: Ames mutagenicity test results for genotoxicity prediction. Task: Regression/Classification. Given a drug SMILES string, predict its toxicity properties. Task type varies by dataset: regression for continuous values (e.g., LD50, hERG inhibition percentage) or binary classification for toxic/non-toxic outcomes (e.g., AMES mutagenicity, cardiotoxicity, hepatotoxicity). Dataset: ames. (1) The molecule is Cc1ccc2c(c1)nc(N)n2C. The result is 1 (mutagenic). (2) The drug is O=Nc1ccc(Oc2ccccc2)cc1. The result is 1 (mutagenic). (3) The drug is Cc1cc2c(c3ccc4ccccc4c13)CCC2. The result is 0 (non-mutagenic). (4) The molecule is Nc1cc([N+](=O)[O-])cc([N+](=O)[O-])c1. The result is 1 (mutagenic). (5) The compound is C1CC2OC2CC1C1CO1. The result is 1 (mutagenic). (6) The drug is Cc1cc(-c2ccccc2C)ccc1N. The result is 1 (mutagenic). (7) The drug is O=Nc1c2ccccc2c2ccc3cccc4ccc1c2c43. The result is 1 (mutagenic). (8) The compound is CCCN(CCCC(=O)O)N=O. The result is 1 (mutagenic). (9) The drug is C=C1CC/C=C(/C)CC[C@@H]2[C@H]1CC2(C)C. The result is 0 (non-mutagenic). (10) The drug is C=C(C#N)C(=O)OCC. The result is 0 (non-mutagenic).